Dataset: Tyrosyl-DNA phosphodiesterase HTS with 341,365 compounds. Task: Binary Classification. Given a drug SMILES string, predict its activity (active/inactive) in a high-throughput screening assay against a specified biological target. (1) The molecule is OC1\2CC(N3CCCCC3)([N+]([O-])=C1CCCC2=N\O)C. The result is 0 (inactive). (2) The molecule is O(C(=O)c1c(n2c(ccc2)C(=O)C(=O)Nc2ccccc2)n(nc1)c1ccccc1)CC. The result is 0 (inactive). (3) The molecule is FC(F)(F)C(NCC=C)(NC(=O)c1ccccc1)C(OCC)=O. The result is 0 (inactive). (4) The result is 0 (inactive). The compound is o1c(/C=C\C(=O)N(CC(=O)Nc2ccc(NC(=O)C)cc2)CC)ccc1C.